Dataset: Forward reaction prediction with 1.9M reactions from USPTO patents (1976-2016). Task: Predict the product of the given reaction. Given the reactants O1[CH2:5][CH2:4][CH2:3][CH2:2]1.[F:6][C:7]1[CH:12]=[CH:11][C:10]([NH2:13])=[C:9](I)[CH:8]=1.C#CCC, predict the reaction product. The product is: [C:2]([C:11]1[CH:12]=[C:7]([F:6])[CH:8]=[CH:9][C:10]=1[NH2:13])#[C:3][CH2:4][CH3:5].